Task: Predict which catalyst facilitates the given reaction.. Dataset: Catalyst prediction with 721,799 reactions and 888 catalyst types from USPTO (1) Reactant: [H-].[Na+].C(O)(C)(C)C.[H][H].[CH3:10][C:11]1[C:16]([C:17]([O:19]CC)=[O:18])=[CH:15][N:14]=[CH:13][CH:12]=1.[Br:22][C:23]1[CH:30]=[CH:29][C:26]([CH:27]=O)=[CH:25][CH:24]=1. Product: [Br:22][C:23]1[CH:30]=[CH:29][C:26]([CH:27]=[CH:10][C:11]2[C:16]([C:17]([OH:19])=[O:18])=[CH:15][N:14]=[CH:13][CH:12]=2)=[CH:25][CH:24]=1. The catalyst class is: 3. (2) Reactant: Cl[CH2:2][C:3]1[S:7][C:6]([C:8]2[NH:9][C:10]3[C:15]([CH:16]=2)=[C:14]([CH3:17])[CH:13]=[CH:12][C:11]=3[N:18]([CH3:27])[S:19]([C:22]2[S:23][CH:24]=[CH:25][CH:26]=2)(=[O:21])=[O:20])=[N:5][CH:4]=1.[C:28]([N:31]1[CH2:36][CH2:35][NH:34][CH2:33][CH2:32]1)(=[O:30])[CH3:29].C(=O)([O-])[O-].[K+].[K+].O. Product: [C:28]([N:31]1[CH2:36][CH2:35][N:34]([CH2:2][C:3]2[S:7][C:6]([C:8]3[NH:9][C:10]4[C:15]([CH:16]=3)=[C:14]([CH3:17])[CH:13]=[CH:12][C:11]=4[N:18]([CH3:27])[S:19]([C:22]3[S:23][CH:24]=[CH:25][CH:26]=3)(=[O:21])=[O:20])=[N:5][CH:4]=2)[CH2:33][CH2:32]1)(=[O:30])[CH3:29]. The catalyst class is: 9. (3) Reactant: [C:1]([O:5][C:6]([NH:8][CH2:9][C@H:10]1[CH2:15][CH2:14][C@H:13]([NH:16]C(OCC2C=CC=CC=2)=O)[CH2:12][CH2:11]1)=[O:7])([CH3:4])([CH3:3])[CH3:2]. Product: [NH2:16][C@H:13]1[CH2:14][CH2:15][C@H:10]([CH2:9][NH:8][C:6]([O:5][C:1]([CH3:4])([CH3:3])[CH3:2])=[O:7])[CH2:11][CH2:12]1. The catalyst class is: 582. (4) Reactant: [OH:1][C:2]1[CH:3]=[C:4]2[C:9](=[CH:10][CH:11]=1)[N:8]1[CH:12]=[N:13][C:14]([CH2:15][CH:16]3[CH2:21][CH2:20][CH2:19][N:18]([C:22]([O:24][C:25]([CH3:28])([CH3:27])[CH3:26])=[O:23])[C:17]3=[O:29])=[C:7]1[CH2:6][CH2:5]2.N1C=CC=CC=1.[F:36][C:37]([F:50])([F:49])[S:38](O[S:38]([C:37]([F:50])([F:49])[F:36])(=[O:40])=[O:39])(=[O:40])=[O:39].C(=O)([O-])O.[Na+]. Product: [O:29]=[C:17]1[CH:16]([CH2:15][C:14]2[N:13]=[CH:12][N:8]3[C:9]4[C:4](=[CH:3][C:2]([O:1][S:38]([C:37]([F:50])([F:49])[F:36])(=[O:40])=[O:39])=[CH:11][CH:10]=4)[CH2:5][CH2:6][C:7]=23)[CH2:21][CH2:20][CH2:19][N:18]1[C:22]([O:24][C:25]([CH3:26])([CH3:28])[CH3:27])=[O:23]. The catalyst class is: 22. (5) Reactant: [CH3:1][O:2][C:3]([C@H:5]1[N:9]2[C:10](=[O:29])[CH:11]=[C:12]([CH2:22][CH2:23][CH2:24][CH2:25][CH2:26][CH2:27][CH3:28])[C:13]([C:14]3[CH:19]=[CH:18][C:17]([F:20])=[C:16]([F:21])[CH:15]=3)=[C:8]2S[CH2:6]1)=[O:4]. Product: [CH3:1][O:2][C:3](=[O:4])[C@@H:5]([N:9]1[CH:8]=[C:13]([C:14]2[CH:19]=[CH:18][C:17]([F:20])=[C:16]([F:21])[CH:15]=2)[C:12]([CH2:22][CH2:23][CH2:24][CH2:25][CH2:26][CH2:27][CH3:28])=[CH:11][C:10]1=[O:29])[CH3:6]. The catalyst class is: 94.